From a dataset of Cav3 T-type calcium channel HTS with 100,875 compounds. Binary Classification. Given a drug SMILES string, predict its activity (active/inactive) in a high-throughput screening assay against a specified biological target. (1) The drug is O=C(N1C2CC(NC(=O)C)CC1CCC2)Nc1ccccc1. The result is 0 (inactive). (2) The drug is Brc1cc(CNC(=O)c2n(nc(c2)c2ccccc2)CC2ON=C(C2)c2cccnc2)ccc1. The result is 0 (inactive). (3) The drug is S(=O)(=O)(CCSc1oc2c(n1)cccc2)Cc1ccccc1. The result is 0 (inactive). (4) The molecule is Fc1ccc(CNC(=O)C(N(CC2OCCC2)C(=O)Cn2nnc3c2cccc3)c2ccccc2)cc1. The result is 0 (inactive). (5) The molecule is S(=O)(=O)(Nc1ccc(C(=O)N2CCN(CC2)C(OCC)=O)cc1)C. The result is 0 (inactive).